The task is: Predict the reaction yield, written as a fraction of the theoretical maximum amount of product (1.0 means a 100% yield; for example, 0.34 means a 34% yield).. This data is from Reaction yield outcomes from USPTO patents with 853,638 reactions. (1) The product is [Cl:1][C:2]1[N:3]=[C:4]([NH:30][CH2:29][CH2:28][NH2:31])[C:5]2[CH2:10][CH2:9][CH:8]([C:11]3[CH:16]=[CH:15][C:14]([F:17])=[CH:13][CH:12]=3)[C:6]=2[N:7]=1. The reactants are [Cl:1][C:2]1[N:3]=[C:4](Cl)[C:5]2[CH2:10][CH2:9][CH:8]([C:11]3[CH:16]=[CH:15][C:14]([F:17])=[CH:13][CH:12]=3)[C:6]=2[N:7]=1.C(N(C(C)C)CC)(C)C.[CH2:28]([NH2:31])[CH2:29][NH2:30]. The catalyst is C(#N)C. The yield is 0.645. (2) The reactants are Cl[C:2]1[N:7]=[CH:6][N:5]=[C:4]2[NH:8][N:9]=[CH:10][C:3]=12.[C:11]([O:15][C:16]([N:18]1[CH2:23][CH2:22][NH:21][CH2:20][CH2:19]1)=[O:17])([CH3:14])([CH3:13])[CH3:12].C(N(C(C)C)CC)(C)C.C([O-])(O)=O.[Na+]. The catalyst is CN1C(=O)CCC1.C(OCC)(=O)C. The product is [C:11]([O:15][C:16]([N:18]1[CH2:23][CH2:22][N:21]([C:2]2[N:7]=[CH:6][N:5]=[C:4]3[NH:8][N:9]=[CH:10][C:3]=23)[CH2:20][CH2:19]1)=[O:17])([CH3:14])([CH3:12])[CH3:13]. The yield is 0.840. (3) The reactants are [OH:1][C:2]1[CH:7]=[C:6]([O:8][CH2:9][C:10]#[CH:11])[CH:5]=[CH:4][C:3]=1[C:12](=[O:15])[CH2:13][CH3:14]. The catalyst is C(N(CC)C1C=CC=CC=1)C. The product is [OH:1][C:2]1[C:3]([C:12](=[O:15])[CH2:13][CH3:14])=[CH:4][CH:5]=[C:6]2[C:7]=1[CH:11]=[CH:10][CH2:9][O:8]2. The yield is 0.450. (4) The reactants are [CH3:1][C:2]1[CH:3]=[C:4]([CH:6]=[CH:7][C:8]=1[N+:9]([O-:11])=[O:10])[NH2:5].[BH4-].[Na+].O.[F:15][C:16]([F:21])([F:20])[C:17](O)=O. No catalyst specified. The product is [F:15][C:16]([F:21])([F:20])[CH2:17][N:5]([CH2:17][C:16]([F:21])([F:20])[F:15])[C:4]1[CH:6]=[CH:7][C:8]([N+:9]([O-:11])=[O:10])=[C:2]([CH3:1])[CH:3]=1. The yield is 0.820. (5) The reactants are Br[C:2]1[CH:11]=[C:10]2[C:5]([C:6]([N:13]3[CH2:18][CH2:17][O:16][CH2:15][CH2:14]3)=[N:7][C:8]([Cl:12])=[N:9]2)=[CH:4][CH:3]=1.[N:19]1[CH:24]=[C:23](B(O)O)[CH:22]=[N:21][CH:20]=1.C(=O)([O-])[O-].[Na+].[Na+].CN(C=O)C. The catalyst is Cl[Pd](Cl)([P](C1C=CC=CC=1)(C1C=CC=CC=1)C1C=CC=CC=1)[P](C1C=CC=CC=1)(C1C=CC=CC=1)C1C=CC=CC=1.O. The product is [Cl:12][C:8]1[N:7]=[C:6]([N:13]2[CH2:18][CH2:17][O:16][CH2:15][CH2:14]2)[C:5]2[C:10](=[CH:11][C:2]([C:23]3[CH:24]=[N:19][CH:20]=[N:21][CH:22]=3)=[CH:3][CH:4]=2)[N:9]=1. The yield is 0.750. (6) The reactants are [F:1][C:2]1[CH:7]=[CH:6][C:5]([N:8]2[C:16]3[C:11](=[CH:12][C:13]([CH:17]([C:29]4[CH:34]=[CH:33][CH:32]=[CH:31][CH:30]=4)[CH:18]([C:23]4[CH:28]=[CH:27][CH:26]=[CH:25][CH:24]=4)[C:19]([O:21]C)=[O:20])=[CH:14][CH:15]=3)[CH:10]=[N:9]2)=[CH:4][CH:3]=1.Cl. The catalyst is [OH-].[Na+].CO.CS(C)=O. The product is [F:1][C:2]1[CH:3]=[CH:4][C:5]([N:8]2[C:16]3[C:11](=[CH:12][C:13]([CH:17]([C:29]4[CH:30]=[CH:31][CH:32]=[CH:33][CH:34]=4)[CH:18]([C:23]4[CH:28]=[CH:27][CH:26]=[CH:25][CH:24]=4)[C:19]([OH:21])=[O:20])=[CH:14][CH:15]=3)[CH:10]=[N:9]2)=[CH:6][CH:7]=1. The yield is 0.730. (7) The reactants are [Cl:1][C:2]1[CH:3]=[C:4]([C:10]2[CH:14]=[CH:13][N:12]([CH2:15][C@@H:16]([NH:18][C:19]([C:21]3[NH:25][N:24]=[C:23]([CH:26]([OH:28])[CH3:27])[CH:22]=3)=[O:20])[CH3:17])[N:11]=2)[CH:5]=[CH:6][C:7]=1[C:8]#[N:9].[C:29](OC(=O)C)(=[O:31])[CH3:30]. The catalyst is CN(C1C=CN=CC=1)C.N1C=CC=CC=1. The product is [C:29]([O:28][CH:26]([C:23]1[CH:22]=[C:21]([C:19](=[O:20])[NH:18][C@@H:16]([CH3:17])[CH2:15][N:12]2[CH:13]=[CH:14][C:10]([C:4]3[CH:5]=[CH:6][C:7]([C:8]#[N:9])=[C:2]([Cl:1])[CH:3]=3)=[N:11]2)[NH:25][N:24]=1)[CH3:27])(=[O:31])[CH3:30]. The yield is 0.589. (8) The reactants are [Si]([O:8][CH2:9][C@@H:10]([NH:15][C:16]([C:18]1[N:19]=[C:20]([N:23]2[CH2:26][CH:25]([S:27][C:28]3[C@H:29]([CH3:52])[C@@H:30]4[C@@H:47]([C@H:48]([OH:50])[CH3:49])[C:46](=[O:51])[N:31]4[C:32]=3[C:33]([O:35][CH2:36][C:37]3[CH:42]=[CH:41][C:40]([N+:43]([O-:45])=[O:44])=[CH:39][CH:38]=3)=[O:34])[CH2:24]2)[S:21][CH:22]=1)=[O:17])[CH2:11][CH:12]([CH3:14])[CH3:13])(C(C)(C)C)(C)C.C(O)(=O)C.[F-].C([N+](CCCC)(CCCC)CCCC)CCC. The product is [OH:8][CH2:9][C@@H:10]([NH:15][C:16]([C:18]1[N:19]=[C:20]([N:23]2[CH2:24][CH:25]([S:27][C:28]3[C@H:29]([CH3:52])[C@@H:30]4[C@@H:47]([C@H:48]([OH:50])[CH3:49])[C:46](=[O:51])[N:31]4[C:32]=3[C:33]([O:35][CH2:36][C:37]3[CH:38]=[CH:39][C:40]([N+:43]([O-:45])=[O:44])=[CH:41][CH:42]=3)=[O:34])[CH2:26]2)[S:21][CH:22]=1)=[O:17])[CH2:11][CH:12]([CH3:13])[CH3:14]. The yield is 0.550. The catalyst is O1CCCC1. (9) The reactants are [NH:1]1[CH2:8][CH2:7]C[C@H:2]1[C:3](O)=[O:4].I[C:10]1[CH:15]=[CH:14][CH:13]=[CH:12][CH:11]=1.N1CCOCC1. The catalyst is [Cu]I.CS(C)=O. The product is [C:10]1([N:1]2[CH2:2][CH2:3][O:4][CH2:7][CH2:8]2)[CH:15]=[CH:14][CH:13]=[CH:12][CH:11]=1. The yield is 0.420.